Dataset: Reaction yield outcomes from USPTO patents with 853,638 reactions. Task: Predict the reaction yield, written as a fraction of the theoretical maximum amount of product (1.0 means a 100% yield; for example, 0.34 means a 34% yield). (1) The reactants are [NH2:1][C@H:2]1[CH2:7][C@@H:6]([CH3:8])[CH2:5][N:4]([C:9]2[CH:14]=[CH:13][N:12]=[CH:11][C:10]=2[NH:15][C:16]([C:18]2[CH:27]=[CH:26][C:25]3[C:20](=[CH:21][C:22](Br)=[CH:23][N:24]=3)[N:19]=2)=[O:17])[CH2:3]1.[F:29][C:30]1[CH:35]=[CH:34][CH:33]=[C:32]([F:36])[C:31]=1B1OC(C)(C)C(C)(C)O1.C([O-])([O-])=O.[Cs+].[Cs+]. The catalyst is O1CCOCC1.O.NC1C=CC=CC=1C1C=CC=CC=1[Pd](Cl)=P(C1CCCCC1)(C1CCCCC1)C1C=CC=CC=1C1C(C(C)C)=CC(C(C)C)=CC=1C(C)C. The product is [NH2:1][C@H:2]1[CH2:7][C@@H:6]([CH3:8])[CH2:5][N:4]([C:9]2[CH:14]=[CH:13][N:12]=[CH:11][C:10]=2[NH:15][C:16]([C:18]2[CH:27]=[CH:26][C:25]3[C:20](=[CH:21][C:22]([C:31]4[C:30]([F:29])=[CH:35][CH:34]=[CH:33][C:32]=4[F:36])=[CH:23][N:24]=3)[N:19]=2)=[O:17])[CH2:3]1. The yield is 0.470. (2) The reactants are C(OC([N:8]1[CH2:13][CH2:12][CH:11]([C:14]2[CH:19]=[CH:18][C:17]([NH:20][C:21]3[N:26]=[CH:25][C:24]4=[CH:27][CH:28]=[C:29]([C:30]5[CH:35]=[CH:34][CH:33]=[C:32]([S:36](=[O:43])(=[O:42])[NH:37][C:38]([CH3:41])([CH3:40])[CH3:39])[CH:31]=5)[N:23]4[N:22]=3)=[CH:16][CH:15]=2)[CH2:10][CH2:9]1)=O)(C)(C)C.FC(F)(F)C(O)=O. The catalyst is C(Cl)Cl. The product is [C:38]([NH:37][S:36]([C:32]1[CH:33]=[CH:34][CH:35]=[C:30]([C:29]2[N:23]3[C:24]([CH:25]=[N:26][C:21]([NH:20][C:17]4[CH:18]=[CH:19][C:14]([CH:11]5[CH2:10][CH2:9][NH:8][CH2:13][CH2:12]5)=[CH:15][CH:16]=4)=[N:22]3)=[CH:27][CH:28]=2)[CH:31]=1)(=[O:43])=[O:42])([CH3:41])([CH3:39])[CH3:40]. The yield is 0.960. (3) The reactants are [NH2:1][C:2]1[CH:17]=[C:16]([N+:18]([O-:20])=[O:19])[CH:15]=[CH:14][C:3]=1[C:4]([NH:6][C:7]1[CH:12]=[CH:11][CH:10]=[CH:9][C:8]=1[Cl:13])=[O:5].[Cl:21][CH2:22][C:23](Cl)=O. The catalyst is C(O)(=O)C. The product is [Cl:21][CH2:22][C:23]1[N:6]([C:7]2[CH:12]=[CH:11][CH:10]=[CH:9][C:8]=2[Cl:13])[C:4](=[O:5])[C:3]2[C:2](=[CH:17][C:16]([N+:18]([O-:20])=[O:19])=[CH:15][CH:14]=2)[N:1]=1. The yield is 0.560.